This data is from Forward reaction prediction with 1.9M reactions from USPTO patents (1976-2016). The task is: Predict the product of the given reaction. (1) Given the reactants C(=O)([O-])[O-].[K+].[K+].C([O:10][C:11]1[C:16]([F:17])=[CH:15][CH:14]=[CH:13][C:12]=1[CH:18]1[CH2:20][CH2:19]1)(=O)C.Cl, predict the reaction product. The product is: [CH:18]1([C:12]2[CH:13]=[CH:14][CH:15]=[C:16]([F:17])[C:11]=2[OH:10])[CH2:20][CH2:19]1. (2) Given the reactants [CH3:1][N:2]1[C:7]([NH2:8])=[N:6][C:4](=[O:5])[CH2:3]1.[ClH:9], predict the reaction product. The product is: [CH3:1][N:2]1[C:7]([NH2:8])=[N:6][C:4](=[O:5])[CH2:3]1.[Cl-:9].[NH2:6][C:7]([NH2:8])=[NH2+:2]. (3) Given the reactants [CH3:1][C:2]1[CH:8]=[C:7]([N+:9]([O-:11])=[O:10])[CH:6]=[C:5]([CH3:12])[C:3]=1N.[C:13]([O-])([O-])=[O:14].[K+].[K+], predict the reaction product. The product is: [CH3:13][O:14][C:3]1[C:2]([CH3:1])=[CH:8][C:7]([N+:9]([O-:11])=[O:10])=[CH:6][C:5]=1[CH3:12]. (4) Given the reactants [CH3:1][Si:2]([C:5]#[CH:6])([CH3:4])[CH3:3].C([Li])CCC.[O:12]1[C:16]2([CH2:21][CH2:20][C:19](=[O:22])[CH2:18][CH2:17]2)[O:15][CH2:14][CH2:13]1, predict the reaction product. The product is: [CH3:1][Si:2]([C:5]#[C:6][C:19]1([OH:22])[CH2:20][CH2:21][C:16]2([O:15][CH2:14][CH2:13][O:12]2)[CH2:17][CH2:18]1)([CH3:4])[CH3:3]. (5) Given the reactants [Cl:1][C:2]1[CH:7]=[CH:6][C:5]([Cl:8])=[CH:4][C:3]=1[CH2:9][C:10]#N.S(=O)(=O)(O)[OH:13].[OH2:17], predict the reaction product. The product is: [Cl:1][C:2]1[CH:7]=[CH:6][C:5]([Cl:8])=[CH:4][C:3]=1[CH2:9][C:10]([OH:13])=[O:17]. (6) Given the reactants [NH2:1][C:2]1[C:11]2[N:12]=[C:13]([CH2:20][O:21][CH2:22][CH3:23])[N:14]([CH2:15][C:16]([OH:19])([CH3:18])[CH3:17])[C:10]=2[C:9]2[CH:8]=[CH:7][C:6]([OH:24])=[CH:5][C:4]=2[N:3]=1.C(=O)([O-])[O-].[Cs+].[Cs+].Cl[CH2:32][C:33]1[N:34]=[C:35]([CH3:38])[S:36][CH:37]=1.Cl, predict the reaction product. The product is: [NH2:1][C:2]1[C:11]2[N:12]=[C:13]([CH2:20][O:21][CH2:22][CH3:23])[N:14]([CH2:15][C:16]([CH3:18])([OH:19])[CH3:17])[C:10]=2[C:9]2[CH:8]=[CH:7][C:6]([O:24][CH2:32][C:33]3[N:34]=[C:35]([CH3:38])[S:36][CH:37]=3)=[CH:5][C:4]=2[N:3]=1. (7) Given the reactants Br.[CH2:2]1[C:11]2[C:6](=[CH:7][C:8]([OH:12])=[CH:9][CH:10]=2)[CH2:5][CH2:4][NH:3]1.[C:13]([O:17][C:18]([CH3:21])([CH3:20])[CH3:19])(=[O:16])[CH:14]=[CH2:15].C(N(C(C)C)C(C)C)C, predict the reaction product. The product is: [OH:12][C:8]1[CH:7]=[C:6]2[C:11](=[CH:10][CH:9]=1)[CH2:2][N:3]([CH2:15][CH2:14][C:13]([O:17][C:18]([CH3:21])([CH3:20])[CH3:19])=[O:16])[CH2:4][CH2:5]2. (8) Given the reactants [NH2:1][C:2]1[CH:7]=[CH:6][CH:5]=[CH:4][C:3]=1/[CH:8]=[CH:9]/[C:10]([O:12][CH3:13])=[O:11].[C:14]([O:18][C:19]([NH:21][C@H:22]([C:24](O)=[O:25])[CH3:23])=[O:20])([CH3:17])([CH3:16])[CH3:15].ON1C2C=CC=CC=2N=N1.Cl.CN(C)CCCN=C=NCC, predict the reaction product. The product is: [C:14]([O:18][C:19]([NH:21][C@H:22]([C:24]([NH:1][C:2]1[CH:7]=[CH:6][CH:5]=[CH:4][C:3]=1/[CH:8]=[CH:9]/[C:10]([O:12][CH3:13])=[O:11])=[O:25])[CH3:23])=[O:20])([CH3:16])([CH3:17])[CH3:15]. (9) Given the reactants [CH2:1]([O:8][C:9]1[CH:18]=[C:17]2[C:12]([C:13](Cl)=[C:14]([N+:19]([O-:21])=[O:20])[CH:15]=[N:16]2)=[CH:11][CH:10]=1)[C:2]1[CH:7]=[CH:6][CH:5]=[CH:4][CH:3]=1.C(N(CC)CC)C.[NH2:30][CH2:31][CH2:32][CH2:33][NH:34][C:35](=[O:41])[O:36][C:37]([CH3:40])([CH3:39])[CH3:38], predict the reaction product. The product is: [CH2:1]([O:8][C:9]1[CH:18]=[C:17]2[C:12]([C:13]([NH:30][CH2:31][CH2:32][CH2:33][NH:34][C:35](=[O:41])[O:36][C:37]([CH3:39])([CH3:38])[CH3:40])=[C:14]([N+:19]([O-:21])=[O:20])[CH:15]=[N:16]2)=[CH:11][CH:10]=1)[C:2]1[CH:7]=[CH:6][CH:5]=[CH:4][CH:3]=1.